This data is from Forward reaction prediction with 1.9M reactions from USPTO patents (1976-2016). The task is: Predict the product of the given reaction. (1) Given the reactants N1C=CC=CC=1.[F:7][C:8]([F:21])([F:20])[S:9]([O:12]S(C(F)(F)F)(=O)=O)(=[O:11])=[O:10].[Br:22][CH2:23][CH2:24][CH2:25][CH2:26]O, predict the reaction product. The product is: [Br:22][CH2:23][CH2:24][CH2:25][CH2:26][O:12][S:9]([C:8]([F:21])([F:20])[F:7])(=[O:10])=[O:11]. (2) Given the reactants [C:1]([O:5][C:6]([N:8]1[CH2:13][CH2:12][CH2:11][C@H:10]([C:14]([OH:16])=O)[CH2:9]1)=[O:7])([CH3:4])([CH3:3])[CH3:2].CN(C(ON1N=NC2C=CC=NC1=2)=[N+](C)C)C.F[P-](F)(F)(F)(F)F.[CH3:41][C:42]1[CH:49]=[CH:48][C:45]([CH2:46][NH2:47])=[CH:44][CH:43]=1, predict the reaction product. The product is: [CH3:41][C:42]1[CH:49]=[CH:48][C:45]([CH2:46][NH:47][C:14]([C@H:10]2[CH2:11][CH2:12][CH2:13][N:8]([C:6]([O:5][C:1]([CH3:2])([CH3:3])[CH3:4])=[O:7])[CH2:9]2)=[O:16])=[CH:44][CH:43]=1.